From a dataset of Full USPTO retrosynthesis dataset with 1.9M reactions from patents (1976-2016). Predict the reactants needed to synthesize the given product. (1) Given the product [C:22]1([NH:21][C:18]([C:9]2[S:8][C:7]([C:1]3[CH:2]=[CH:3][CH:4]=[CH:5][CH:6]=3)=[N:11][C:10]=2[C:12]2[CH:13]=[CH:14][CH:15]=[CH:16][CH:17]=2)=[O:20])[CH:27]=[CH:26][CH:25]=[CH:24][CH:23]=1, predict the reactants needed to synthesize it. The reactants are: [C:1]1([C:7]2[S:8][C:9]([C:18]([OH:20])=O)=[C:10]([C:12]3[CH:17]=[CH:16][CH:15]=[CH:14][CH:13]=3)[N:11]=2)[CH:6]=[CH:5][CH:4]=[CH:3][CH:2]=1.[NH2:21][C:22]1[CH:27]=[CH:26][CH:25]=[CH:24][CH:23]=1.C(N(C(C)C)CC)(C)C. (2) Given the product [CH:17]1([CH2:22][C:23](/[N:10]=[C:8]2\[S:9][C:5]3[CH:4]=[C:3]([F:2])[CH:16]=[CH:15][C:6]=3[N:7]\2[CH2:11][CH2:12][O:13][CH3:14])=[O:24])[CH2:21][CH2:20][CH2:19][CH2:18]1, predict the reactants needed to synthesize it. The reactants are: Br.[F:2][C:3]1[CH:16]=[CH:15][C:6]2[N:7]([CH2:11][CH2:12][O:13][CH3:14])[C:8](=[NH:10])[S:9][C:5]=2[CH:4]=1.[CH:17]1([CH2:22][C:23](Cl)=[O:24])[CH2:21][CH2:20][CH2:19][CH2:18]1. (3) Given the product [NH2:20][C@:8]([C:5]1[CH:6]=[CH:7][C:2]([F:1])=[C:3]([O:36][CH:37]([CH3:39])[CH3:38])[CH:4]=1)([C:22]1[CH:27]=[C:26]([O:28][C:29]([F:34])([F:33])[CH:30]([F:32])[F:31])[CH:25]=[C:24]([F:35])[CH:23]=1)[CH2:9][C:10]1[CH:19]=[CH:18][C:13]([C:14]([O:16][CH3:17])=[O:15])=[CH:12][CH:11]=1, predict the reactants needed to synthesize it. The reactants are: [F:1][C:2]1[CH:7]=[CH:6][C:5]([C@:8]([C:22]2[CH:27]=[C:26]([O:28][C:29]([F:34])([F:33])[CH:30]([F:32])[F:31])[CH:25]=[C:24]([F:35])[CH:23]=2)([N+:20]#[C-])[CH2:9][C:10]2[CH:19]=[CH:18][C:13]([C:14]([O:16][CH3:17])=[O:15])=[CH:12][CH:11]=2)=[CH:4][C:3]=1[O:36][CH:37]([CH3:39])[CH3:38].Cl. (4) Given the product [ClH:21].[F:1][C:2]1([C:15]2[CH:20]=[CH:19][CH:18]=[CH:17][N:16]=2)[CH2:3][CH2:4][NH:5][CH2:6][CH2:7]1, predict the reactants needed to synthesize it. The reactants are: [F:1][C:2]1([C:15]2[CH:20]=[CH:19][CH:18]=[CH:17][N:16]=2)[CH2:7][CH2:6][N:5](C(OC(C)(C)C)=O)[CH2:4][CH2:3]1.[ClH:21].